This data is from Reaction yield outcomes from USPTO patents with 853,638 reactions. The task is: Predict the reaction yield, written as a fraction of the theoretical maximum amount of product (1.0 means a 100% yield; for example, 0.34 means a 34% yield). (1) The reactants are [OH:1][C:2]1[CH:10]=[CH:9][C:8]2[NH:7][C:6]3[CH:11]([CH2:14][C:15]([O:17][CH2:18][CH3:19])=[O:16])[CH2:12][CH2:13][C:5]=3[C:4]=2[CH:3]=1.C(=O)([O-])[O-].[Cs+].[Cs+].Cl[CH2:27][C:28]1[CH:33]=[CH:32][C:31]([CH:34]2[CH2:38][CH2:37][CH2:36][CH2:35]2)=[C:30]([C:39]([F:42])([F:41])[F:40])[CH:29]=1. The catalyst is C(#N)C. The product is [CH:34]1([C:31]2[CH:32]=[CH:33][C:28]([CH2:27][O:1][C:2]3[CH:10]=[CH:9][C:8]4[NH:7][C:6]5[CH:11]([CH2:14][C:15]([O:17][CH2:18][CH3:19])=[O:16])[CH2:12][CH2:13][C:5]=5[C:4]=4[CH:3]=3)=[CH:29][C:30]=2[C:39]([F:40])([F:41])[F:42])[CH2:35][CH2:36][CH2:37][CH2:38]1. The yield is 0.790. (2) The reactants are [F:1][C:2]1[CH:7]=[CH:6][CH:5]=[CH:4][C:3]=1[CH2:8][O:9][C:10]1[CH:15]=[CH:14][C:13]([C@@H:16]2[N:20](C(OCC3C=CC=CC=3)=O)[C@@:19]([C:34]([NH:36][CH3:37])=[O:35])([CH2:31][O:32][CH3:33])[CH2:18][CH2:17]2)=[CH:12][CH:11]=1. The catalyst is CO.[Pd]. The product is [F:1][C:2]1[CH:7]=[CH:6][CH:5]=[CH:4][C:3]=1[CH2:8][O:9][C:10]1[CH:15]=[CH:14][C:13]([C@@H:16]2[NH:20][C@:19]([CH2:31][O:32][CH3:33])([C:34]([NH:36][CH3:37])=[O:35])[CH2:18][CH2:17]2)=[CH:12][CH:11]=1. The yield is 0.960. (3) The catalyst is ClCCl. The product is [CH3:1][O:2][CH2:3][CH2:4][CH2:5][CH2:6][CH2:7][CH2:8][CH2:9][CH2:10][CH:11]=[O:12]. The reactants are [CH3:1][O:2][CH2:3][CH2:4][CH2:5][CH2:6][CH2:7][CH2:8][CH2:9][CH2:10][CH2:11][OH:12].C([O-])(=O)C.[Na+].[Cr](O[Cr]([O-])(=O)=O)([O-])(=O)=O.[NH+]1C=CC=CC=1.[NH+]1C=CC=CC=1. The yield is 0.544.